From a dataset of Full USPTO retrosynthesis dataset with 1.9M reactions from patents (1976-2016). Predict the reactants needed to synthesize the given product. (1) The reactants are: [F:1][C:2]1([F:21])[CH2:5][N:4]([C:6]2[C:7]([O:15][CH2:16][C:17]([F:20])([F:19])[F:18])=[CH:8][C:9]([C:12](O)=[O:13])=[N:10][CH:11]=2)[CH2:3]1.[NH2:22][C:23]1([CH2:27][C:28]([NH:30][CH3:31])=[O:29])[CH2:26][O:25][CH2:24]1. Given the product [F:21][C:2]1([F:1])[CH2:3][N:4]([C:6]2[C:7]([O:15][CH2:16][C:17]([F:18])([F:19])[F:20])=[CH:8][C:9]([C:12]([NH:22][C:23]3([CH2:27][C:28]([NH:30][CH3:31])=[O:29])[CH2:26][O:25][CH2:24]3)=[O:13])=[N:10][CH:11]=2)[CH2:5]1, predict the reactants needed to synthesize it. (2) Given the product [Br:1][C:2]1[CH:3]=[CH:4][C:5]2[O:14][C:13]3[C:12](=[O:15])[NH:11][C:10]([CH2:16][N:18]4[CH2:23][CH2:22][CH2:21][CH2:20][CH2:19]4)=[N:9][C:8]=3[C:6]=2[CH:7]=1, predict the reactants needed to synthesize it. The reactants are: [Br:1][C:2]1[CH:3]=[CH:4][C:5]2[O:14][C:13]3[C:12](=[O:15])[NH:11][C:10]([CH2:16]Cl)=[N:9][C:8]=3[C:6]=2[CH:7]=1.[NH:18]1[CH2:23][CH2:22][CH2:21][CH2:20][CH2:19]1. (3) Given the product [S:8]1[C:7]2[NH:11][C:4]([C:3]([O:2][CH3:1])=[O:14])=[CH:5][C:6]=2[CH:10]=[CH:9]1, predict the reactants needed to synthesize it. The reactants are: [CH3:1][O:2][C:3](=[O:14])/[C:4](/[N:11]=[N+]=[N-])=[CH:5]/[C:6]1[CH:10]=[CH:9][S:8][CH:7]=1. (4) Given the product [C:26]([N:29]1[CH2:33][CH2:32][N:31]([C:2]2[CH:7]=[CH:6][C:5]([C:8]([N:10]3[CH2:15][CH2:14][N:13]([C:16]4[C:21]([CH3:22])=[CH:20][C:19]([CH3:23])=[CH:18][N:17]=4)[CH2:12][CH2:11]3)=[O:9])=[C:4]([O:24][CH3:25])[CH:3]=2)[C:30]1=[O:34])(=[O:28])[CH3:27], predict the reactants needed to synthesize it. The reactants are: Br[C:2]1[CH:7]=[CH:6][C:5]([C:8]([N:10]2[CH2:15][CH2:14][N:13]([C:16]3[C:21]([CH3:22])=[CH:20][C:19]([CH3:23])=[CH:18][N:17]=3)[CH2:12][CH2:11]2)=[O:9])=[C:4]([O:24][CH3:25])[CH:3]=1.[C:26]([N:29]1[CH2:33][CH2:32][NH:31][C:30]1=[O:34])(=[O:28])[CH3:27]. (5) The reactants are: Cl[C:2]1[N:7]=[C:6]([CH2:8][N:9]2[C:17](=[O:18])[C:16]3[C:11](=[CH:12][CH:13]=[CH:14][CH:15]=3)[C:10]2=[O:19])[CH:5]=[C:4]([C:20]2[CH:25]=[CH:24][C:23]([C:26]([F:29])([F:28])[F:27])=[CH:22][CH:21]=2)[N:3]=1.[N:30]1[CH:35]=[CH:34][CH:33]=[C:32](B(O)O)[CH:31]=1.[O-]P([O-])([O-])=O.[K+].[K+].[K+]. Given the product [N:30]1[CH:35]=[CH:34][CH:33]=[C:32]([C:2]2[N:7]=[C:6]([CH2:8][N:9]3[C:17](=[O:18])[C:16]4[C:11](=[CH:12][CH:13]=[CH:14][CH:15]=4)[C:10]3=[O:19])[CH:5]=[C:4]([C:20]3[CH:25]=[CH:24][C:23]([C:26]([F:29])([F:28])[F:27])=[CH:22][CH:21]=3)[N:3]=2)[CH:31]=1, predict the reactants needed to synthesize it. (6) Given the product [Cl:20][C:21]1[CH:22]=[C:23]([C:27]2[CH:32]=[CH:31][C:30]([C:33]([NH:1][C:2]3[CH:3]=[CH:4][C:5]([O:18][CH3:19])=[C:6]([NH:8][C:9](=[O:17])[CH2:10][N:11]4[CH2:16][CH2:15][O:14][CH2:13][CH2:12]4)[CH:7]=3)=[O:34])=[CH:29][CH:28]=2)[CH:24]=[CH:25][CH:26]=1, predict the reactants needed to synthesize it. The reactants are: [NH2:1][C:2]1[CH:3]=[CH:4][C:5]([O:18][CH3:19])=[C:6]([NH:8][C:9](=[O:17])[CH2:10][N:11]2[CH2:16][CH2:15][O:14][CH2:13][CH2:12]2)[CH:7]=1.[Cl:20][C:21]1[CH:22]=[C:23]([C:27]2[CH:32]=[CH:31][C:30]([C:33](O)=[O:34])=[CH:29][CH:28]=2)[CH:24]=[CH:25][CH:26]=1.C(N(C(C)C)CC)(C)C. (7) Given the product [I:14][C:11]1[CH:10]=[CH:9][C:8]([NH:7][S:6]([CH2:5][C:4]([OH:17])=[O:3])(=[O:15])=[O:16])=[CH:13][CH:12]=1, predict the reactants needed to synthesize it. The reactants are: C([O:3][C:4](=[O:17])[CH2:5][S:6](=[O:16])(=[O:15])[NH:7][C:8]1[CH:13]=[CH:12][C:11]([I:14])=[CH:10][CH:9]=1)C.CO.[OH-].[Li+]. (8) Given the product [F:19][C:17]1[CH:18]=[C:13]([CH2:84][C@H:85]([NH:87][C:68](=[O:70])[C:67]2[CH:71]=[CH:72][CH:73]=[C:65]([C:63]([N:62]([CH2:59][CH2:60][CH3:61])[CH2:74][CH2:75][CH3:76])=[O:64])[CH:66]=2)[CH2:86][NH:23][C@H:24]([C:26]([NH:28][C@H:29]([C:33]([NH2:35])=[O:34])[CH:30]([CH3:31])[CH3:32])=[O:27])[CH3:25])[CH:14]=[C:15]([F:20])[CH:16]=1, predict the reactants needed to synthesize it. The reactants are: COC(=O)[C@H](C)N([C:13]1[CH:18]=[C:17]([F:19])[CH:16]=[C:15]([F:20])[CH:14]=1)C(OC(C)(C)C)=O.[NH2:23][C@H:24]([C:26]([NH:28][C@H:29]([C:33]([NH2:35])=[O:34])[CH:30]([CH3:32])[CH3:31])=[O:27])[CH3:25].C(O[B-](OC(=O)C)(OC(=O)C)C#N)(=O)C.[Na+].C(O)(C(F)(F)F)=O.[CH2:59]([N:62]([CH2:74][CH2:75][CH3:76])[C:63]([C:65]1[CH:66]=[C:67]([CH:71]=[CH:72][CH:73]=1)[C:68]([OH:70])=O)=[O:64])[CH2:60][CH3:61].C(Cl)CCl.C1C=C[C:84]2N(O)N=[N:87][C:85]=2[CH:86]=1.Cl.